From a dataset of Full USPTO retrosynthesis dataset with 1.9M reactions from patents (1976-2016). Predict the reactants needed to synthesize the given product. (1) Given the product [CH2:18]([NH:20][C:3]1[CH2:7][CH2:6][C:5](=[O:8])[CH:4]=1)[CH3:19], predict the reactants needed to synthesize it. The reactants are: CO[C:3]1[CH2:7][CH2:6][C:5](=[O:8])[CH:4]=1.C1COCC1.C(O)(=O)C.[CH2:18]([NH2:20])[CH3:19]. (2) Given the product [OH:15][CH2:14][C:13]1[N:9]([C:6]2[CH:7]=[CH:8][C:3]([C:1]#[N:2])=[CH:4][CH:5]=2)[N:10]=[N:11][CH:12]=1, predict the reactants needed to synthesize it. The reactants are: [C:1]([C:3]1[CH:8]=[CH:7][C:6]([N:9]2[C:13]([C:14](OCC)=[O:15])=[CH:12][N:11]=[N:10]2)=[CH:5][CH:4]=1)#[N:2].[Li+].[BH4-]. (3) The reactants are: [Cl-].[Al+3].[Cl-].[Cl-].Cl[C:6]([CH3:14])([CH2:8][CH2:9][C:10](Cl)([CH3:12])[CH3:11])[CH3:7].[Br:15][C:16]1[CH:21]=[CH:20][CH:19]=[CH:18][CH:17]=1. Given the product [Br:15][C:16]1[CH:21]=[C:20]2[C:19](=[CH:18][CH:17]=1)[C:10]([CH3:12])([CH3:11])[CH2:9][CH2:8][C:6]2([CH3:14])[CH3:7], predict the reactants needed to synthesize it. (4) Given the product [Cl:1][C:2]1[CH:10]=[CH:9][CH:8]=[C:7]2[C:3]=1[CH2:4][N:5]([C:12]1[N:13]=[C:14]3[C:20]([C:21]([OH:33])=[O:22])=[CH:19][N:18]([CH2:23][O:24][CH2:25][CH2:26][Si:27]([CH3:30])([CH3:29])[CH3:28])[C:15]3=[N:16][CH:17]=1)[C:6]2=[O:11], predict the reactants needed to synthesize it. The reactants are: [Cl:1][C:2]1[CH:10]=[CH:9][CH:8]=[C:7]2[C:3]=1[CH2:4][N:5]([C:12]1[N:13]=[C:14]3[C:20]([CH:21]=[O:22])=[CH:19][N:18]([CH2:23][O:24][CH2:25][CH2:26][Si:27]([CH3:30])([CH3:29])[CH3:28])[C:15]3=[N:16][CH:17]=1)[C:6]2=[O:11].S(=O)(=O)([OH:33])N.[O-]Cl=O.[Na+].OP([O-])(O)=O.[K+]. (5) Given the product [CH2:7]([N:6]1[C:4](=[O:5])[C:3]2[C:2](=[CH:18][CH:17]=[CH:16][CH:15]=2)[NH:1][CH:19]1[C:20]1[CH:25]=[CH:24][CH:23]=[CH:22][CH:21]=1)[CH2:8][C:9]1[CH:10]=[CH:11][CH:12]=[CH:13][CH:14]=1, predict the reactants needed to synthesize it. The reactants are: [NH2:1][C:2]1[CH:18]=[CH:17][CH:16]=[CH:15][C:3]=1[C:4]([NH:6][CH2:7][CH2:8][C:9]1[CH:14]=[CH:13][CH:12]=[CH:11][CH:10]=1)=[O:5].[CH:19](=O)[C:20]1[CH:25]=[CH:24][CH:23]=[CH:22][CH:21]=1. (6) Given the product [Cl:18][C:19]1[CH:20]=[C:21]([N:26]2[CH2:31][CH2:30][N:29]([CH2:2][CH2:3][CH2:4][CH2:5][C:6]3([CH2:16][CH3:17])[C:14]4[C:9](=[CH:10][CH:11]=[CH:12][CH:13]=4)[NH:8][C:7]3=[O:15])[CH2:28][CH2:27]2)[CH:22]=[CH:23][C:24]=1[F:25], predict the reactants needed to synthesize it. The reactants are: Cl[CH2:2][CH2:3][CH2:4][CH2:5][C:6]1([CH2:16][CH3:17])[C:14]2[C:9](=[CH:10][CH:11]=[CH:12][CH:13]=2)[NH:8][C:7]1=[O:15].[Cl:18][C:19]1[CH:20]=[C:21]([N:26]2[CH2:31][CH2:30][NH:29][CH2:28][CH2:27]2)[CH:22]=[CH:23][C:24]=1[F:25]. (7) Given the product [Br:1][C:2]1[CH:7]=[N:6][C:5]([C:8]2[CH:9]=[CH:10][C:11]([CH2:14][C@H:15]([NH:28][C:29]([C:31]3[S:32][C:33]([C:36]([CH3:37])([CH3:39])[CH3:38])=[CH:34][CH:35]=3)=[O:30])[C:16]([NH:18][C@@H:19]([C:20]([OH:22])=[O:21])[CH3:27])=[O:17])=[CH:12][CH:13]=2)=[N:4][CH:3]=1, predict the reactants needed to synthesize it. The reactants are: [Br:1][C:2]1[CH:3]=[N:4][C:5]([C:8]2[CH:13]=[CH:12][C:11]([CH2:14][C@H:15]([NH:28][C:29]([C:31]3[S:32][C:33]([C:36]([CH3:39])([CH3:38])[CH3:37])=[CH:34][CH:35]=3)=[O:30])[C:16]([NH:18][C@H:19]([CH3:27])[C:20]([O:22]C(C)(C)C)=[O:21])=[O:17])=[CH:10][CH:9]=2)=[N:6][CH:7]=1.C(O)(C(F)(F)F)=O.